This data is from Peptide-MHC class I binding affinity with 185,985 pairs from IEDB/IMGT. The task is: Regression. Given a peptide amino acid sequence and an MHC pseudo amino acid sequence, predict their binding affinity value. This is MHC class I binding data. (1) The peptide sequence is MSIPATLFVW. The MHC is HLA-A26:01 with pseudo-sequence HLA-A26:01. The binding affinity (normalized) is 0.108. (2) The peptide sequence is GIVSSMHYK. The MHC is HLA-B18:01 with pseudo-sequence HLA-B18:01. The binding affinity (normalized) is 0.0847. (3) The peptide sequence is VETKCPNLD. The MHC is HLA-B44:03 with pseudo-sequence HLA-B44:03. The binding affinity (normalized) is 0.0390. (4) The peptide sequence is KRMGVQMQR. The MHC is HLA-A26:01 with pseudo-sequence HLA-A26:01. The binding affinity (normalized) is 0.0847. (5) The peptide sequence is MVIENGILKK. The MHC is HLA-A68:02 with pseudo-sequence HLA-A68:02. The binding affinity (normalized) is 0.138. (6) The peptide sequence is ILMDTICGT. The MHC is HLA-B40:01 with pseudo-sequence HLA-B40:01. The binding affinity (normalized) is 0.0847.